From a dataset of Catalyst prediction with 721,799 reactions and 888 catalyst types from USPTO. Predict which catalyst facilitates the given reaction. (1) Reactant: [CH2:1]([C@H:8]1[CH2:12][O:11][C:10](=[O:13])[N:9]1[C:14](=[O:23])[CH2:15][C@H:16]([CH3:22])[CH2:17][C:18]([F:21])([F:20])[F:19])[C:2]1[CH:7]=[CH:6][CH:5]=[CH:4][CH:3]=1.C[Si]([N-][Si](C)(C)C)(C)C.[K+].C(C1C=C(C(C)C)C=C(C(C)C)C=1S([N:52]=[N+:53]=[N-:54])(=O)=O)(C)C.C(O)(=O)C.C([O-])(=O)C.[K+]. Product: [N:52]([C@@H:15]([C@H:16]([CH3:22])[CH2:17][C:18]([F:19])([F:20])[F:21])[C:14]([N:9]1[C@@H:8]([CH2:1][C:2]2[CH:7]=[CH:6][CH:5]=[CH:4][CH:3]=2)[CH2:12][O:11][C:10]1=[O:13])=[O:23])=[N+:53]=[N-:54]. The catalyst class is: 49. (2) Reactant: Cl[CH2:2][C:3]([N:5]1[C:14]2[C:9](=[CH:10][CH:11]=[C:12]([N+:15]([O-:17])=[O:16])[CH:13]=2)[CH2:8][CH2:7][CH2:6]1)=[O:4].[NH:18]1[CH2:23][CH2:22][O:21][CH2:20][CH2:19]1. Product: [N:18]1([CH2:2][C:3]([N:5]2[C:14]3[C:9](=[CH:10][CH:11]=[C:12]([N+:15]([O-:17])=[O:16])[CH:13]=3)[CH2:8][CH2:7][CH2:6]2)=[O:4])[CH2:23][CH2:22][O:21][CH2:20][CH2:19]1. The catalyst class is: 44.